From a dataset of Peptide-MHC class I binding affinity with 185,985 pairs from IEDB/IMGT. Regression. Given a peptide amino acid sequence and an MHC pseudo amino acid sequence, predict their binding affinity value. This is MHC class I binding data. (1) The peptide sequence is SPKRLSAAI. The MHC is HLA-B07:02 with pseudo-sequence HLA-B07:02. The binding affinity (normalized) is 0.951. (2) The binding affinity (normalized) is 0.150. The MHC is HLA-A69:01 with pseudo-sequence HLA-A69:01. The peptide sequence is EQFPNATAF. (3) The peptide sequence is PTLWARMIL. The MHC is Patr-B0101 with pseudo-sequence Patr-B0101. The binding affinity (normalized) is 0.144. (4) The peptide sequence is MAAAKTPVIV. The MHC is HLA-A02:03 with pseudo-sequence HLA-A02:03. The binding affinity (normalized) is 0.533. (5) The peptide sequence is ELVNQIIEQL. The MHC is HLA-B27:05 with pseudo-sequence HLA-B27:05. The binding affinity (normalized) is 0. (6) The peptide sequence is FPSQQPYLQL. The MHC is HLA-B53:01 with pseudo-sequence HLA-B53:01. The binding affinity (normalized) is 0.958. (7) The peptide sequence is ALIVAIWDK. The MHC is HLA-A02:01 with pseudo-sequence HLA-A02:01. The binding affinity (normalized) is 0. (8) The binding affinity (normalized) is 0.440. The peptide sequence is MIYDLNAVTT. The MHC is HLA-A02:06 with pseudo-sequence HLA-A02:06. (9) The peptide sequence is YAHINALEY. The MHC is HLA-A03:01 with pseudo-sequence HLA-A03:01. The binding affinity (normalized) is 0.0725. (10) The peptide sequence is EMADTFLDT. The MHC is HLA-A02:01 with pseudo-sequence HLA-A02:01. The binding affinity (normalized) is 0.309.